Dataset: Reaction yield outcomes from USPTO patents with 853,638 reactions. Task: Predict the reaction yield, written as a fraction of the theoretical maximum amount of product (1.0 means a 100% yield; for example, 0.34 means a 34% yield). (1) The yield is 1.00. No catalyst specified. The product is [Cl:44][CH2:2][CH2:3][C:4]1[CH:23]=[CH:22][C:7]([O:8][CH2:9][CH2:10][O:11][CH2:12][CH2:13][NH:14][C:15](=[O:21])[O:16][C:17]([CH3:20])([CH3:19])[CH3:18])=[CH:6][CH:5]=1. The reactants are O[CH2:2][CH2:3][C:4]1[CH:23]=[CH:22][C:7]([O:8][CH2:9][CH2:10][O:11][CH2:12][CH2:13][NH:14][C:15](=[O:21])[O:16][C:17]([CH3:20])([CH3:19])[CH3:18])=[CH:6][CH:5]=1.C1(P(C2C=CC=CC=2)C2C=CC=CC=2)C=CC=CC=1.C(Cl)(Cl)(Cl)[Cl:44]. (2) The reactants are C(O)(C(F)(F)F)=O.[C:8]([C:11]1([C:14]2[CH:51]=[CH:50][CH:49]=[CH:48][C:15]=2[CH2:16][CH2:17][C:18]2[C:23]([C:24]([F:27])([F:26])[F:25])=[CH:22][N:21]=[C:20]([NH:28][C:29]3[CH:30]=[CH:31][C:32]([CH:35]4[CH2:40][CH2:39][N:38](C(OC(C)(C)C)=O)[CH2:37][CH2:36]4)=[N:33][CH:34]=3)[N:19]=2)[CH2:13][CH2:12]1)(=[O:10])[NH2:9]. The catalyst is C(Cl)Cl. The product is [NH:38]1[CH2:37][CH2:36][CH:35]([C:32]2[N:33]=[CH:34][C:29]([NH:28][C:20]3[N:19]=[C:18]([CH2:17][CH2:16][C:15]4[CH:48]=[CH:49][CH:50]=[CH:51][C:14]=4[C:11]4([C:8]([NH2:9])=[O:10])[CH2:12][CH2:13]4)[C:23]([C:24]([F:26])([F:25])[F:27])=[CH:22][N:21]=3)=[CH:30][CH:31]=2)[CH2:40][CH2:39]1. The yield is 0.650. (3) The reactants are [Br:1][C:2]1[CH:3]=[C:4]2[C:15](=[CH:16][CH:17]=1)[O:14][C:7]1[C:8]([F:13])=[N:9][C:10]([Cl:12])=[CH:11][C:6]=1[C:5]2([CH2:19][C:20](OC(C)(C)C)=[O:21])[OH:18].[H-].C([Al+]CC(C)C)C(C)C. The catalyst is C1COCC1. The product is [Br:1][C:2]1[CH:3]=[C:4]2[C:15](=[CH:16][CH:17]=1)[O:14][C:7]1[C:8]([F:13])=[N:9][C:10]([Cl:12])=[CH:11][C:6]=1[C:5]2([CH2:19][CH2:20][OH:21])[OH:18]. The yield is 0.860. (4) The yield is 0.970. No catalyst specified. The product is [NH2:1][C:2]1[C:3]([C:14]([O:16][CH3:22])=[O:15])=[N:4][C:5]([C:8]2[CH:9]=[N:10][CH:11]=[CH:12][CH:13]=2)=[CH:6][N:7]=1. The reactants are [NH2:1][C:2]1[C:3]([C:14]([OH:16])=[O:15])=[N:4][C:5]([C:8]2[CH:9]=[N:10][CH:11]=[CH:12][CH:13]=2)=[CH:6][N:7]=1.OS(O)(=O)=O.[CH3:22]O. (5) The reactants are [OH-:1].[Na+].[OH:3][C:4]1[CH:13]=[CH:12][CH:11]=[C:10]2[C:5]=1[C:6]([NH:14][C:15]1[CH:20]=[CH:19][C:18]([O:21][C:22]3[CH:23]=[N:24][C:25]([CH3:28])=[CH:26][CH:27]=3)=[C:17]([CH3:29])[CH:16]=1)=[N:7][CH:8]=[N:9]2.[CH3:30][C:31](O)([CH3:36])[C:32](Cl)(Cl)Cl.CC(C)=[O:40]. No catalyst specified. The product is [CH3:30][C:31]([O:3][C:4]1[CH:13]=[CH:12][CH:11]=[C:10]2[C:5]=1[C:6]([NH:14][C:15]1[CH:20]=[CH:19][C:18]([O:21][C:22]3[CH:23]=[N:24][C:25]([CH3:28])=[CH:26][CH:27]=3)=[C:17]([CH3:29])[CH:16]=1)=[N:7][CH:8]=[N:9]2)([CH3:36])[C:32]([OH:40])=[O:1]. The yield is 0.660. (6) The reactants are Br[C:2]1[CH:3]=[CH:4][C:5]([C:8]([NH:10][S:11]([C:14]2[CH:19]=[CH:18][CH:17]=[CH:16][C:15]=2[S:20](=[O:23])(=[O:22])[NH2:21])(=[O:13])=[O:12])=[O:9])=[N:6][CH:7]=1.[C:24]([CH:26]1[CH2:31][CH2:30][CH2:29][CH2:28][CH2:27]1)#[CH:25]. No catalyst specified. The product is [CH:26]1([C:24]#[C:25][C:2]2[CH:3]=[CH:4][C:5]([C:8]([NH:10][S:11]([C:14]3[CH:19]=[CH:18][CH:17]=[CH:16][C:15]=3[S:20](=[O:23])(=[O:22])[NH2:21])(=[O:13])=[O:12])=[O:9])=[N:6][CH:7]=2)[CH2:31][CH2:30][CH2:29][CH2:28][CH2:27]1. The yield is 0.0400. (7) The product is [C:22]1([C:19]2[CH:18]=[CH:17][C:16]([CH:15]([NH:28][C:29]([NH:31][C:32]3[CH:33]=[C:34]([Cl:39])[CH:35]=[C:36]([Cl:38])[CH:37]=3)=[O:30])[C:12]3[CH:13]=[CH:14][C:9]([C:8]([NH:7][CH2:6][CH:5]([OH:41])[C:4]([OH:42])=[O:3])=[O:40])=[CH:10][CH:11]=3)=[CH:21][CH:20]=2)[CH2:27][CH2:26][CH2:25][CH2:24][CH:23]=1. The yield is 0.790. The reactants are C([O:3][C:4](=[O:42])[CH:5]([OH:41])[CH2:6][NH:7][C:8](=[O:40])[C:9]1[CH:14]=[CH:13][C:12]([CH:15]([NH:28][C:29]([NH:31][C:32]2[CH:37]=[C:36]([Cl:38])[CH:35]=[C:34]([Cl:39])[CH:33]=2)=[O:30])[C:16]2[CH:21]=[CH:20][C:19]([C:22]3[CH2:27][CH2:26][CH2:25][CH2:24][CH:23]=3)=[CH:18][CH:17]=2)=[CH:11][CH:10]=1)C.[OH-].[Na+].Cl. The catalyst is C(O)C.C1COCC1.